This data is from Catalyst prediction with 721,799 reactions and 888 catalyst types from USPTO. The task is: Predict which catalyst facilitates the given reaction. (1) Reactant: [F:1][C:2]1[CH:3]=[C:4]([C@H:12]([NH:23][C:24]([N:26]2[CH2:35][CH2:34][C:33]3[CH:32]=[N:31][C:30]([NH:36][CH:37]([CH3:39])[CH3:38])=[N:29][C:28]=3[CH2:27]2)=[O:25])[CH2:13][CH2:14][NH:15]C(=O)OC(C)(C)C)[CH:5]=[CH:6][C:7]=1[C:8]([F:11])([F:10])[F:9].C(O)(C(F)(F)F)=O. Product: [NH2:15][CH2:14][CH2:13][C@@H:12]([NH:23][C:24]([N:26]1[CH2:35][CH2:34][C:33]2[CH:32]=[N:31][C:30]([NH:36][CH:37]([CH3:39])[CH3:38])=[N:29][C:28]=2[CH2:27]1)=[O:25])[C:4]1[CH:5]=[CH:6][C:7]([C:8]([F:10])([F:9])[F:11])=[C:2]([F:1])[CH:3]=1. The catalyst class is: 2. (2) The catalyst class is: 6. Reactant: [Br:1][C:2]1[CH:7]=[CH:6][C:5]([NH:8][C:9]([NH:11][NH:12][C:13](=O)[CH2:14][C@H:15]2[CH2:19][CH2:18][N:17]([C:20]([CH:22]3[CH2:24][CH2:23]3)=[O:21])[CH2:16]2)=[O:10])=[CH:4][CH:3]=1.C(=O)([O-])[O-].[K+].[K+].Cl. Product: [Br:1][C:2]1[CH:7]=[CH:6][C:5]([N:8]2[C:13]([CH2:14][C@H:15]3[CH2:19][CH2:18][N:17]([C:20]([CH:22]4[CH2:24][CH2:23]4)=[O:21])[CH2:16]3)=[N:12][NH:11][C:9]2=[O:10])=[CH:4][CH:3]=1. (3) The catalyst class is: 8. Product: [O:2]1[CH:6]=[CH:5][N:4]=[C:3]1[CH2:7][NH:8][C:17]1[CH2:21][S:20][C:19](=[O:22])[N:18]=1. Reactant: Cl.[O:2]1[CH:6]=[CH:5][N:4]=[C:3]1[CH2:7][NH2:8].C(N(CC)CC)C.S=[C:17]1[CH2:21][S:20][C:19](=[O:22])[NH:18]1. (4) Reactant: CS(OS(C)(=O)=O)(=O)=O.[C:10]([O:14][C:15]([N:17]([C:29]([O:31][C:32]([CH3:35])([CH3:34])[CH3:33])=[O:30])[C:18]1[N:28]=[C:21]2[CH:22]=[CH:23][CH:24]=[C:25]([CH2:26]O)[N:20]2[N:19]=1)=[O:16])([CH3:13])([CH3:12])[CH3:11].C(N(CC)C(C)C)(C)C.[NH:45]1[CH2:50][CH2:49][NH:48][CH2:47][C:46]1=[O:51]. Product: [C:32]([O:31][C:29]([N:17]([C:15]([O:14][C:10]([CH3:13])([CH3:12])[CH3:11])=[O:16])[C:18]1[N:28]=[C:21]2[CH:22]=[CH:23][CH:24]=[C:25]([CH2:26][N:48]3[CH2:49][CH2:50][NH:45][C:46](=[O:51])[CH2:47]3)[N:20]2[N:19]=1)=[O:30])([CH3:34])([CH3:35])[CH3:33]. The catalyst class is: 4. (5) Reactant: Br[CH2:2][CH2:3][CH2:4][O:5][CH3:6].[OH:7][C:8]1[CH:9]=[C:10]([CH:13]=[CH:14][C:15]=1[OH:16])[CH:11]=[O:12].C(=O)([O-])[O-].[Na+].[Na+].Cl. Product: [OH:7][C:8]1[CH:9]=[C:10]([CH:13]=[CH:14][C:15]=1[O:16][CH2:2][CH2:3][CH2:4][O:5][CH3:6])[CH:11]=[O:12]. The catalyst class is: 255. (6) Reactant: [N+:1]([C:4]1[CH:9]=[CH:8][C:7]([OH:10])=[CH:6][CH:5]=1)([O-:3])=[O:2].[Cl-].[Al+3].[Cl-].[Cl-].[C:15](Cl)(=[O:17])[CH3:16]. Product: [OH:10][C:7]1[CH:8]=[CH:9][C:4]([N+:1]([O-:3])=[O:2])=[CH:5][C:6]=1[C:15](=[O:17])[CH3:16]. The catalyst class is: 68.